Dataset: Peptide-MHC class I binding affinity with 185,985 pairs from IEDB/IMGT. Task: Regression. Given a peptide amino acid sequence and an MHC pseudo amino acid sequence, predict their binding affinity value. This is MHC class I binding data. (1) The peptide sequence is YRATYSMAL. The MHC is HLA-B57:01 with pseudo-sequence HLA-B57:01. The binding affinity (normalized) is 0.0847. (2) The peptide sequence is AQKLATKPV. The MHC is HLA-B18:01 with pseudo-sequence HLA-B18:01. The binding affinity (normalized) is 0.0847. (3) The peptide sequence is WLSLLVPFV. The MHC is HLA-A11:01 with pseudo-sequence HLA-A11:01. The binding affinity (normalized) is 0. (4) The peptide sequence is GTIIVHPNK. The MHC is HLA-B39:01 with pseudo-sequence HLA-B39:01. The binding affinity (normalized) is 0.0847. (5) The peptide sequence is WTVNDIQKL. The MHC is HLA-B15:03 with pseudo-sequence HLA-B15:03. The binding affinity (normalized) is 0.533. (6) The peptide sequence is TTVITPMLR. The MHC is HLA-A33:01 with pseudo-sequence HLA-A33:01. The binding affinity (normalized) is 0.667. (7) The peptide sequence is AVFLSYIGY. The MHC is HLA-B48:01 with pseudo-sequence HLA-B48:01. The binding affinity (normalized) is 0.0847. (8) The peptide sequence is NTSMSFSCIA. The MHC is HLA-B57:01 with pseudo-sequence HLA-B57:01. The binding affinity (normalized) is 0.451. (9) The peptide sequence is RQSSGSSSSGF. The MHC is HLA-A03:01 with pseudo-sequence HLA-A03:01. The binding affinity (normalized) is 0.0847.